This data is from Reaction yield outcomes from USPTO patents with 853,638 reactions. The task is: Predict the reaction yield, written as a fraction of the theoretical maximum amount of product (1.0 means a 100% yield; for example, 0.34 means a 34% yield). (1) The reactants are C1(C[N:8]2[CH2:13][CH2:12][N:11]([C:14]([NH:16][C:17]3[CH:26]=[CH:25][CH:24]=[CH:23][C:18]=3[C:19]([O:21][CH3:22])=[O:20])=[O:15])[CH2:10][CH2:9]2)C=CC=CC=1. The catalyst is [OH-].[OH-].[Pd+2].C(O)C. The product is [N:11]1([C:14]([NH:16][C:17]2[CH:26]=[CH:25][CH:24]=[CH:23][C:18]=2[C:19]([O:21][CH3:22])=[O:20])=[O:15])[CH2:12][CH2:13][NH:8][CH2:9][CH2:10]1. The yield is 1.00. (2) The reactants are [CH:1]1([C:6]2[CH:7]=[CH:8][C:9]([NH:17][C:18](=[O:24])[O:19][C:20]([CH3:23])([CH3:22])[CH3:21])=[C:10]3[C:14]=2[CH2:13][N:12]([CH3:15])[C:11]3=[O:16])[CH2:5][CH:4]=[CH:3][CH2:2]1.C[N+]1([O-])CC[O:29]CC1.[OH2:33]. The catalyst is CC(O)(C)C.CCOC(C)=O. The product is [OH:33][CH:4]1[CH:3]([OH:29])[CH2:2][CH:1]([C:6]2[CH:7]=[CH:8][C:9]([NH:17][C:18](=[O:24])[O:19][C:20]([CH3:21])([CH3:23])[CH3:22])=[C:10]3[C:14]=2[CH2:13][N:12]([CH3:15])[C:11]3=[O:16])[CH2:5]1. The yield is 0.990. (3) The reactants are BrN1C(C)(C)C(=O)N(Br)C1=O.[CH3:12][CH:13]1[CH:18]2[CH2:19][CH2:20][C:21]3[C:25]([C:17]2([C:32]2[CH:37]=[CH:36][CH:35]=[CH:34][CH:33]=2)[CH2:16][CH:15]([C:38]#[N:39])[C:14]1=[O:40])=[N:24][NH:23][C:22]=3[C:26]1[CH:31]=[CH:30][CH:29]=[CH:28][CH:27]=1.N1C=CC=CC=1. The catalyst is CN(C)C=O. The product is [CH3:12][CH:13]1[CH:18]2[CH2:19][CH2:20][C:21]3[C:22]([C:26]4[CH:27]=[CH:28][CH:29]=[CH:30][CH:31]=4)=[N:23][NH:24][C:25]=3[C:17]2([C:32]2[CH:37]=[CH:36][CH:35]=[CH:34][CH:33]=2)[CH:16]=[C:15]([C:38]#[N:39])[C:14]1=[O:40]. The yield is 0.450. (4) The product is [Cl:1][C:2]1[CH:7]=[CH:6][C:5]([C:8]2[N:12]([C:13]3[CH:14]=[CH:15][C:16]([S:19]([NH2:22])(=[O:21])=[O:20])=[CH:17][CH:18]=3)[N:11]=[C:10]([C:23]([F:24])([F:25])[F:26])[C:9]=2[Cl:31])=[CH:4][CH:3]=1. The reactants are [Cl:1][C:2]1[CH:7]=[CH:6][C:5]([C:8]2[N:12]([C:13]3[CH:18]=[CH:17][C:16]([S:19]([NH2:22])(=[O:21])=[O:20])=[CH:15][CH:14]=3)[N:11]=[C:10]([C:23]([F:26])([F:25])[F:24])[CH:9]=2)=[CH:4][CH:3]=1.C(O)(=O)C.[Cl:31]Cl. The yield is 0.750. The catalyst is O. (5) The reactants are C(OC(=O)[NH:7][CH2:8][CH2:9][NH:10][C:11]([C:13]1[C:14]2[CH2:38][CH2:37][CH2:36][CH2:35][C:15]=2[S:16][C:17]=1[NH:18][C:19](=[O:34])[CH2:20][N:21]1[C:29]2[CH2:28][CH2:27][CH2:26][CH2:25][C:24]=2[C:23]([C:30]([F:33])([F:32])[F:31])=[N:22]1)=[O:12])(C)(C)C.C(N(CC)CC)C.[CH3:47][S:48](Cl)(=[O:50])=[O:49]. The catalyst is C(Cl)Cl.C(O)(C(F)(F)F)=O. The product is [CH3:47][S:48]([NH:7][CH2:8][CH2:9][NH:10][C:11]([C:13]1[C:14]2[CH2:38][CH2:37][CH2:36][CH2:35][C:15]=2[S:16][C:17]=1[NH:18][C:19](=[O:34])[CH2:20][N:21]1[C:29]2[CH2:28][CH2:27][CH2:26][CH2:25][C:24]=2[C:23]([C:30]([F:32])([F:33])[F:31])=[N:22]1)=[O:12])(=[O:50])=[O:49]. The yield is 0.250. (6) The reactants are Br[CH2:2][CH2:3][CH3:4].[CH2:5]([O:7][C:8]([C:10]1[S:27][C:13]2[N:14]=[C:15]([NH2:26])[N:16]=[C:17]([C:18]3[CH:23]=[CH:22][C:21]([OH:24])=[CH:20][C:19]=3[CH3:25])[C:12]=2[CH:11]=1)=[O:9])[CH3:6].C(=O)([O-])[O-].[K+].[K+]. The catalyst is CN(C=O)C. The product is [CH2:5]([O:7][C:8]([C:10]1[S:27][C:13]2[N:14]=[C:15]([NH2:26])[N:16]=[C:17]([C:18]3[CH:23]=[CH:22][C:21]([O:24][CH2:2][CH2:3][CH3:4])=[CH:20][C:19]=3[CH3:25])[C:12]=2[CH:11]=1)=[O:9])[CH3:6]. The yield is 0.800. (7) The product is [C:51]([NH:59][C:60]1[C:61]2[N:62]=[C:63]([Br:100])[N:64]([C:96]=2[N:97]=[CH:98][N:99]=1)[C@@H:65]1[O:95][C@H:69]([CH2:70][O:71][C:72]([C:89]2[CH:94]=[CH:93][CH:92]=[CH:91][CH:90]=2)([C:81]2[CH:86]=[CH:85][C:84]([O:87][CH3:88])=[CH:83][CH:82]=2)[C:73]2[CH:74]=[CH:75][C:76]([O:79][CH3:80])=[CH:77][CH:78]=2)[C@@H:67]([O:68][Si:110]([C:106]([CH3:109])([CH3:108])[CH3:107])([CH3:112])[CH3:111])[CH2:66]1)(=[O:58])[C:52]1[CH:57]=[CH:56][CH:55]=[CH:54][CH:53]=1. The reactants are C([C@@]1(N2C3N=CN=C(N)C=3N=C2Br)O[C@H](COC(C2C=CC=CC=2)(C2C=CC(OC)=CC=2)C2C=CC(OC)=CC=2)[C@@H](O)C1)(=O)C1C=CC=CC=1.[C:51]([NH:59][C:60]1[C:61]2[N:62]=[C:63]([Br:100])[N:64]([C:96]=2[N:97]=[CH:98][N:99]=1)[C@@H:65]1[O:95][C@H:69]([CH2:70][O:71][C:72]([C:89]2[CH:94]=[CH:93][CH:92]=[CH:91][CH:90]=2)([C:81]2[CH:86]=[CH:85][C:84]([O:87][CH3:88])=[CH:83][CH:82]=2)[C:73]2[CH:78]=[CH:77][C:76]([O:79][CH3:80])=[CH:75][CH:74]=2)[C@@H:67]([OH:68])[CH2:66]1)(=[O:58])[C:52]1[CH:57]=[CH:56][CH:55]=[CH:54][CH:53]=1.N1C=CN=C1.[C:106]([Si:110](Cl)([CH3:112])[CH3:111])([CH3:109])([CH3:108])[CH3:107]. The catalyst is CN(C=O)C. The yield is 1.00. (8) The reactants are [NH2:1][C:2]1[CH:3]=[N:4][CH:5]=[CH:6][C:7]=1[CH:8]=O.Cl.[F:11][C:12]1([F:17])[CH2:16][CH2:15][NH:14][CH2:13]1.[BH-](OC(C)=O)(OC(C)=O)OC(C)=O.[Na+]. The yield is 0.560. The catalyst is C(Cl)Cl.CO. The product is [F:11][C:12]1([F:17])[CH2:16][CH2:15][N:14]([CH2:8][C:7]2[CH:6]=[CH:5][N:4]=[CH:3][C:2]=2[NH2:1])[CH2:13]1. (9) The reactants are ClCC([N:5]1[C:13]2[C:8](=[CH:9][CH:10]=[C:11]([Cl:14])[CH:12]=2)[C:7]([CH3:16])([CH3:15])[CH2:6]1)=O.[Cl:17][C:18]1[CH:19]=[C:20]([NH:24]N)[CH:21]=[CH:22][CH:23]=1. No catalyst specified. The product is [Cl:14][C:11]1[CH:12]=[C:13]2[C:8]([C:7]([CH3:16])([CH3:15])[CH2:6][NH:5]2)=[CH:9][CH:10]=1.[Cl:17][C:18]1[CH:23]=[CH:22][CH:21]=[C:20]2[C:19]=1[C:7]([CH3:15])([CH3:8])[CH2:6][NH:24]2. The yield is 0.0400. (10) The reactants are [CH3:1][O:2][C:3]1[C:12]2[CH2:13][NH:14][C:15](=[O:16])[C:11]=2[C:10]([O:17][CH2:18][C:19]2[CH:24]=[CH:23][C:22]([O:25][CH3:26])=[CH:21][CH:20]=2)=[C:9]2[C:4]=1[CH:5]=[CH:6][CH:7]=[N:8]2.[H-].[Na+].[Cl:29][C:30]1[CH:31]=[C:32]([CH:35]=[C:36]([Cl:38])[CH:37]=1)[CH2:33]Cl.[I-].[Na+]. The catalyst is CN(C)C=O.C(O)(=O)C. The product is [Cl:29][C:30]1[CH:31]=[C:32]([CH:35]=[C:36]([Cl:38])[CH:37]=1)[CH2:33][N:14]1[C:15](=[O:16])[C:11]2[C:10]([O:17][CH2:18][C:19]3[CH:24]=[CH:23][C:22]([O:25][CH3:26])=[CH:21][CH:20]=3)=[C:9]3[C:4]([CH:5]=[CH:6][CH:7]=[N:8]3)=[C:3]([O:2][CH3:1])[C:12]=2[CH2:13]1. The yield is 0.400.